This data is from NCI-60 drug combinations with 297,098 pairs across 59 cell lines. The task is: Regression. Given two drug SMILES strings and cell line genomic features, predict the synergy score measuring deviation from expected non-interaction effect. Drug 1: C1CN1P(=S)(N2CC2)N3CC3. Drug 2: CC12CCC3C(C1CCC2O)C(CC4=C3C=CC(=C4)O)CCCCCCCCCS(=O)CCCC(C(F)(F)F)(F)F. Cell line: SF-268. Synergy scores: CSS=4.73, Synergy_ZIP=0.366, Synergy_Bliss=3.86, Synergy_Loewe=1.93, Synergy_HSA=2.14.